The task is: Predict the product of the given reaction.. This data is from Forward reaction prediction with 1.9M reactions from USPTO patents (1976-2016). Given the reactants [C:1](Cl)(=[O:3])[CH3:2].[C:5]([O:10][C@@H:11]1[C@@H:19]([CH2:20][CH:21]2[CH2:26][CH2:25][CH2:24][CH2:23][CH2:22]2)[C:18](=[O:27])[O:17][CH2:16][C@H:15]([NH:28][C:29](=[O:39])[C:30]2[C:35]([OH:36])=[C:34]([O:37][CH3:38])[CH:33]=[CH:32][N:31]=2)[C:14](=[O:40])[O:13][C@H:12]1[CH3:41])(=[O:9])[CH:6]([CH3:8])[CH3:7].N1C=CC=CC=1, predict the reaction product. The product is: [C:5]([O:10][C@@H:11]1[C@@H:19]([CH2:20][CH:21]2[CH2:26][CH2:25][CH2:24][CH2:23][CH2:22]2)[C:18](=[O:27])[O:17][CH2:16][C@H:15]([NH:28][C:29](=[O:39])[C:30]2[C:35]([O:36][C:1](=[O:3])[CH3:2])=[C:34]([O:37][CH3:38])[CH:33]=[CH:32][N:31]=2)[C:14](=[O:40])[O:13][C@H:12]1[CH3:41])(=[O:9])[CH:6]([CH3:7])[CH3:8].